Dataset: Forward reaction prediction with 1.9M reactions from USPTO patents (1976-2016). Task: Predict the product of the given reaction. (1) Given the reactants [CH3:1][CH:2]([N:4]1[C:8]([C:9]([NH:11][C:12]2[C:13]3[C:17]([CH:18]=[C:19](B4OC(C)(C)CC(C)(C)O4)[CH:20]=2)=[N:16][N:15](C2CCCCO2)[CH:14]=3)=[O:10])=[CH:7][CH:6]=[N:5]1)[CH3:3].Br[C:38]1[CH:46]=[C:45]([C:47]#[N:48])[CH:44]=[C:43]2[C:39]=1[CH:40]=[CH:41][NH:42]2.[O-]P(OP(OP([O-])([O-])=O)([O-])=O)(=O)[O-].[K+].[K+].[K+].[K+].[K+].CC#N, predict the reaction product. The product is: [C:47]([C:45]1[CH:44]=[C:43]2[C:39]([CH:40]=[CH:41][NH:42]2)=[C:38]([C:19]2[CH:18]=[C:17]3[C:13]([CH:14]=[N:15][NH:16]3)=[C:12]([NH:11][C:9]([C:8]3[N:4]([CH:2]([CH3:3])[CH3:1])[N:5]=[CH:6][CH:7]=3)=[O:10])[CH:20]=2)[CH:46]=1)#[N:48]. (2) Given the reactants [C:1]([O:5][C:6](=[O:29])[CH2:7][CH2:8][CH2:9][CH2:10][CH2:11][O:12][C:13]1[CH:14]=[C:15]([C:19]2[N:24]=[C:23]([C:25]([O:27]C)=[O:26])[CH:22]=[CH:21][CH:20]=2)[CH:16]=[CH:17][CH:18]=1)([CH3:4])([CH3:3])[CH3:2].[OH-].[Na+], predict the reaction product. The product is: [C:1]([O:5][C:6](=[O:29])[CH2:7][CH2:8][CH2:9][CH2:10][CH2:11][O:12][C:13]1[CH:14]=[C:15]([C:19]2[N:24]=[C:23]([C:25]([OH:27])=[O:26])[CH:22]=[CH:21][CH:20]=2)[CH:16]=[CH:17][CH:18]=1)([CH3:4])([CH3:2])[CH3:3]. (3) The product is: [NH:12]1[C:13]2[C:18](=[CH:17][CH:16]=[CH:15][CH:14]=2)[C:10]([C:8](=[O:9])[CH:32]([NH:31][C:30]2[CH:39]=[CH:40][CH:41]=[C:28]([O:27][CH3:26])[CH:29]=2)[C:33]2[N:34]([CH3:38])[CH:35]=[CH:36][N:37]=2)=[CH:11]1. Given the reactants C(N(CC)CC)C.[CH:8]([C:10]1[C:18]2[C:13](=[CH:14][CH:15]=[CH:16][CH:17]=2)[N:12](C(OC(C)(C)C)=O)[CH:11]=1)=[O:9].[CH3:26][O:27][C:28]1[CH:29]=[C:30]([CH:39]=[CH:40][CH:41]=1)[N:31]=[CH:32][C:33]1[N:34]([CH3:38])[CH:35]=[CH:36][N:37]=1, predict the reaction product. (4) Given the reactants [Cl:1][C:2]1[C:3]([N:18]2[CH2:23][CH2:22][CH:21]([C:24]([O:26][C:27]([CH3:30])([CH3:29])[CH3:28])=[O:25])[CH2:20][CH2:19]2)=[N:4][C:5]([CH2:11][N:12]2[CH2:16][CH2:15][CH2:14][C:13]2=[O:17])=[C:6]([C:8](F)=[O:9])[CH:7]=1.[CH2:31]([Mg]Br)[CH2:32][CH3:33], predict the reaction product. The product is: [C:8]([C:6]1[CH:7]=[C:2]([Cl:1])[C:3]([N:18]2[CH2:23][CH2:22][CH:21]([C:24]([O:26][C:27]([CH3:30])([CH3:29])[CH3:28])=[O:25])[CH2:20][CH2:19]2)=[N:4][C:5]=1[CH2:11][N:12]1[CH2:16][CH2:15][CH2:14][C:13]1=[O:17])(=[O:9])[CH2:31][CH2:32][CH3:33]. (5) Given the reactants I[C:2]1[C:3]([S:11][C:12]2[NH:13][C:14]3[C:19]([N:20]=2)=[C:18]([NH2:21])[N:17]=[CH:16][N:15]=3)=[CH:4][C:5]2[O:9][CH2:8][CH2:7][C:6]=2[CH:10]=1.C(O)(C(F)(F)F)=O.C1C(=O)N(I)C(=O)C1, predict the reaction product. The product is: [O:9]1[C:5]2[CH:4]=[C:3]([S:11][C:12]3[NH:13][C:14]4[C:19]([N:20]=3)=[C:18]([NH2:21])[N:17]=[CH:16][N:15]=4)[CH:2]=[CH:10][C:6]=2[CH2:7][CH2:8]1. (6) Given the reactants [O:1]1[CH2:5][CH2:4][CH:3]([CH2:6][C:7]([O:9]C)=O)[CH2:2]1.[NH2:11][NH2:12].O, predict the reaction product. The product is: [O:1]1[CH2:5][CH2:4][CH:3]([CH2:6][C:7]([NH:11][NH2:12])=[O:9])[CH2:2]1. (7) Given the reactants [CH2:1]([O:3][CH:4]([O:11][CH2:12][CH3:13])[CH2:5][C:6]([O:8]CC)=[O:7])[CH3:2].[OH-].[Na+].Cl, predict the reaction product. The product is: [CH2:12]([O:11][CH:4]([O:3][CH2:1][CH3:2])[CH2:5][C:6]([OH:8])=[O:7])[CH3:13]. (8) Given the reactants C([O:9][CH2:10][CH2:11][N:12]1[C:20]2[C:19]([Cl:21])=[N:18][CH:17]=[N:16][C:15]=2[CH:14]=[CH:13]1)(=O)C1C=CC=CC=1.[NH2:22][C:23]1[CH:42]=[CH:41][C:26]([O:27][C:28]2[CH:29]=[C:30]([CH:38]=[CH:39][CH:40]=2)[C:31]([NH:33][C:34]([CH3:37])([CH3:36])[CH3:35])=[O:32])=[C:25]([CH3:43])[CH:24]=1.C(=O)([O-])O.[Na+], predict the reaction product. The product is: [ClH:21].[C:34]([NH:33][C:31](=[O:32])[C:30]1[CH:38]=[CH:39][CH:40]=[C:28]([O:27][C:26]2[CH:41]=[CH:42][C:23]([NH:22][C:19]3[C:20]4[N:12]([CH2:11][CH2:10][OH:9])[CH:13]=[CH:14][C:15]=4[N:16]=[CH:17][N:18]=3)=[CH:24][C:25]=2[CH3:43])[CH:29]=1)([CH3:37])([CH3:36])[CH3:35]. (9) Given the reactants [CH2:1]([O:8][C:9]1[CH:17]=[C:16]2[C:12]([C:13]([CH:24]([OH:26])[CH3:25])=[N:14][N:15]2[CH:18]2[CH2:23][CH2:22][CH2:21][CH2:20][O:19]2)=[CH:11][CH:10]=1)[C:2]1[CH:7]=[CH:6][CH:5]=[CH:4][CH:3]=1.[H-].[Na+].[CH3:29]I.O, predict the reaction product. The product is: [CH2:1]([O:8][C:9]1[CH:17]=[C:16]2[C:12]([C:13]([CH:24]([O:26][CH3:29])[CH3:25])=[N:14][N:15]2[CH:18]2[CH2:23][CH2:22][CH2:21][CH2:20][O:19]2)=[CH:11][CH:10]=1)[C:2]1[CH:7]=[CH:6][CH:5]=[CH:4][CH:3]=1. (10) Given the reactants [O:1]=[C:2]1[CH2:10][C:9]2[C:4](=[CH:5][CH:6]=[C:7]([C:11]([OH:13])=O)[CH:8]=2)[NH:3]1.[NH:14]1[CH2:19][CH2:18][CH2:17][C@@H:16]2[C:20]3[CH:21]=[CH:22][CH:23]=[CH:24][C:25]=3[CH2:26][C@H:15]12.F[P-](F)(F)(F)(F)F.N1(OC(N(C)C)=[N+](C)C)C2N=CC=CC=2N=N1, predict the reaction product. The product is: [N:14]1([C:11]([C:7]2[CH:8]=[C:9]3[C:4](=[CH:5][CH:6]=2)[NH:3][C:2](=[O:1])[CH2:10]3)=[O:13])[CH2:19][CH2:18][CH2:17][C@@H:16]2[C:20]3[CH:21]=[CH:22][CH:23]=[CH:24][C:25]=3[CH2:26][C@H:15]12.